From a dataset of NCI-60 drug combinations with 297,098 pairs across 59 cell lines. Regression. Given two drug SMILES strings and cell line genomic features, predict the synergy score measuring deviation from expected non-interaction effect. Drug 1: COC1=C(C=C2C(=C1)N=CN=C2NC3=CC(=C(C=C3)F)Cl)OCCCN4CCOCC4. Drug 2: C1C(C(OC1N2C=NC3=C(N=C(N=C32)Cl)N)CO)O. Cell line: T-47D. Synergy scores: CSS=18.6, Synergy_ZIP=-1.78, Synergy_Bliss=2.24, Synergy_Loewe=2.08, Synergy_HSA=2.10.